Dataset: Peptide-MHC class I binding affinity with 185,985 pairs from IEDB/IMGT. Task: Regression. Given a peptide amino acid sequence and an MHC pseudo amino acid sequence, predict their binding affinity value. This is MHC class I binding data. (1) The peptide sequence is AYQPTRWFI. The MHC is HLA-A23:01 with pseudo-sequence HLA-A23:01. The binding affinity (normalized) is 1.00. (2) The peptide sequence is EMGLLETTKR. The binding affinity (normalized) is 0.624. The MHC is HLA-A33:01 with pseudo-sequence HLA-A33:01. (3) The MHC is HLA-A11:01 with pseudo-sequence HLA-A11:01. The peptide sequence is KSVLDIISSK. The binding affinity (normalized) is 0.797. (4) The peptide sequence is FPVTPQVPLR. The MHC is HLA-A02:06 with pseudo-sequence YYAMYGEKVAHTHVDTLYVRYHYYTWAVLAYTWY. The binding affinity (normalized) is 0.